From a dataset of Forward reaction prediction with 1.9M reactions from USPTO patents (1976-2016). Predict the product of the given reaction. Given the reactants [C:1]([O:5][C:6]([N:8]1[CH2:13][CH2:12][CH:11]([CH2:14][CH:15]=O)[CH2:10][CH2:9]1)=[O:7])([CH3:4])([CH3:3])[CH3:2].N12CCCN=C1CCCC[CH2:18]2, predict the reaction product. The product is: [C:1]([O:5][C:6]([N:8]1[CH2:13][CH2:12][CH:11]([CH2:14][CH:15]=[CH2:18])[CH2:10][CH2:9]1)=[O:7])([CH3:4])([CH3:3])[CH3:2].